The task is: Predict the reactants needed to synthesize the given product.. This data is from Full USPTO retrosynthesis dataset with 1.9M reactions from patents (1976-2016). (1) Given the product [N:60]([C:63]1[CH:95]=[CH:94][CH:93]=[CH:92][C:64]=1[CH2:65][O:66][C:67]([NH:69][CH2:70][C@H:71]([S:89][S:90][CH3:91])[CH2:72][CH2:73][C@@H:74]([NH:81][C:82]([O:84][C:85]([CH3:88])([CH3:87])[CH3:86])=[O:83])[C:75]([O:40][C@H:39]1[C@@H:38]([OH:41])[C@@H:37]([N:42]2[CH:50]=[N:49][C:48]3[C:43]2=[N:44][CH:45]=[N:46][C:47]=3[NH2:51])[O:36][C@H:35]1[CH2:34][O:33][P:30]([O:29][C@H:28]1[CH2:27][C@H:26]([N:52]2[CH:57]=[CH:56][C:55]([NH2:58])=[N:54][C:53]2=[O:59])[O:25][C@@H:24]1[CH2:23][O:22][P:18]([OH:21])([OH:20])=[O:19])([OH:32])=[O:31])=[O:76])=[O:68])=[N+:61]=[N-:62], predict the reactants needed to synthesize it. The reactants are: C([N+](CCCC)(CCCC)CCCC)CCC.[P:18]([O:22][CH2:23][C@@H:24]1[C@@H:28]([O:29][P:30]([O:33][CH2:34][C@@H:35]2[C@@H:39]([OH:40])[C@@H:38]([OH:41])[C@H:37]([N:42]3[CH:50]=[N:49][C:48]4[C:43]3=[N:44][CH:45]=[N:46][C:47]=4[NH2:51])[O:36]2)([OH:32])=[O:31])[CH2:27][C@H:26]([N:52]2[CH:57]=[CH:56][C:55]([NH2:58])=[N:54][C:53]2=[O:59])[O:25]1)([OH:21])([OH:20])=[O:19].[N:60]([C:63]1[CH:95]=[CH:94][CH:93]=[CH:92][C:64]=1[CH2:65][O:66][C:67]([NH:69][CH2:70][C@@H:71]([S:89][S:90][CH3:91])[CH2:72][CH2:73][C@H:74]([NH:81][C:82]([O:84][C:85]([CH3:88])([CH3:87])[CH3:86])=[O:83])[C:75](OCC#N)=[O:76])=[O:68])=[N+:61]=[N-:62]. (2) Given the product [ClH:39].[NH2:1][C:2](=[O:38])[C:3](=[O:37])[CH:4]([NH:12][C:13](=[O:14])[C:15]1[CH:20]=[CH:19][CH:18]=[N:17][C:16]=1[N:21]1[CH:29]=[C:28]2[C:23]([CH2:24][NH:25][CH2:26][CH2:27]2)=[N:22]1)[CH2:5][C:6]1[CH:7]=[CH:8][CH:9]=[CH:10][CH:11]=1, predict the reactants needed to synthesize it. The reactants are: [NH2:1][C:2](=[O:38])[C:3](=[O:37])[CH:4]([NH:12][C:13]([C:15]1[C:16]([N:21]2[CH:29]=[C:28]3[C:23]([CH2:24][N:25](C(OC(C)(C)C)=O)[CH2:26][CH2:27]3)=[N:22]2)=[N:17][CH:18]=[CH:19][CH:20]=1)=[O:14])[CH2:5][C:6]1[CH:11]=[CH:10][CH:9]=[CH:8][CH:7]=1.[ClH:39]. (3) Given the product [Cl:12][C:5]1[C:4]([F:13])=[C:3]([B:14]([OH:17])[OH:15])[CH:8]=[CH:7][C:6]=1[O:9][CH2:10][CH3:11], predict the reactants needed to synthesize it. The reactants are: [Mg].Br[C:3]1[CH:8]=[CH:7][C:6]([O:9][CH2:10][CH3:11])=[C:5]([Cl:12])[C:4]=1[F:13].[B:14](OC)([O:17]C)[O:15]C.C(OCC)(=O)C. (4) The reactants are: [NH:1]1[CH2:6][CH2:5][CH:4]([N:7]2[C:13]3[CH:14]=[CH:15][CH:16]=[CH:17][C:12]=3[CH2:11][CH2:10][C:9]3[CH:18]=[CH:19][CH:20]=[CH:21][C:8]2=3)[CH2:3][CH2:2]1.[C:22]([O:26][C:27]([NH:29][CH2:30][C:31](O)=[O:32])=[O:28])([CH3:25])([CH3:24])[CH3:23].Cl.C(N=C=NCCCN(C)C)C.C(N(CC)CC)C. Given the product [CH:17]1[C:12]2[CH2:11][CH2:10][C:9]3[CH:18]=[CH:19][CH:20]=[CH:21][C:8]=3[N:7]([CH:4]3[CH2:5][CH2:6][N:1]([C:31](=[O:32])[CH2:30][NH:29][C:27](=[O:28])[O:26][C:22]([CH3:23])([CH3:24])[CH3:25])[CH2:2][CH2:3]3)[C:13]=2[CH:14]=[CH:15][CH:16]=1, predict the reactants needed to synthesize it. (5) Given the product [NH2:6][CH2:5][C:4]1[CH:14]=[CH:15][C:16]([C:17]2[CH:22]=[CH:21][C:20](=[O:23])[N:19]([CH3:24])[CH:18]=2)=[C:2]([F:1])[CH:3]=1, predict the reactants needed to synthesize it. The reactants are: [F:1][C:2]1[CH:3]=[C:4]([CH:14]=[CH:15][C:16]=1[C:17]1[CH:22]=[CH:21][C:20](=[O:23])[N:19]([CH3:24])[CH:18]=1)[CH2:5][NH:6]C(=O)OC(C)(C)C.FC(F)(F)C(O)=O. (6) Given the product [CH3:1][C:2]1[CH:3]=[C:4]([C:19]2[CH:24]=[CH:23][CH:22]=[C:21]([C:25]([NH:32][S:29]([CH3:28])(=[O:31])=[O:30])=[O:27])[CH:20]=2)[CH:5]=[C:6]([NH:8][C:9]2[N:14]=[C:13]([C:15]([F:16])([F:17])[F:18])[CH:12]=[CH:11][N:10]=2)[CH:7]=1, predict the reactants needed to synthesize it. The reactants are: [CH3:1][C:2]1[CH:3]=[C:4]([C:19]2[CH:24]=[CH:23][CH:22]=[C:21]([C:25]([OH:27])=O)[CH:20]=2)[CH:5]=[C:6]([NH:8][C:9]2[N:14]=[C:13]([C:15]([F:18])([F:17])[F:16])[CH:12]=[CH:11][N:10]=2)[CH:7]=1.[CH3:28][S:29]([NH2:32])(=[O:31])=[O:30].C(Cl)CCl.C(N(CC)CC)C. (7) The reactants are: C([O:3][P:4](Cl)[O:5]CC)C.[C:9]1([CH2:15][CH2:16][CH2:17][Mg]Br)[CH:14]=[CH:13][CH:12]=[CH:11][CH:10]=1.O. Given the product [C:9]1([CH2:15][CH2:16][CH2:17][PH:4](=[O:3])[OH:5])[CH:14]=[CH:13][CH:12]=[CH:11][CH:10]=1, predict the reactants needed to synthesize it. (8) Given the product [N+:1]([C:7]1[C:8]2[C:13](=[CH:12][CH:11]=[CH:10][CH:9]=2)[NH:5][N:6]=1)([O-:4])=[O:2], predict the reactants needed to synthesize it. The reactants are: [N+:1]([O-:4])(O)=[O:2].[NH:5]1[C:13]2[C:8](=[CH:9][CH:10]=[CH:11][CH:12]=2)[CH:7]=[N:6]1.C(OC(=O)C)(=O)C. (9) The reactants are: [Cl:1][C:2]1[CH:3]=[C:4]2[C:9](=[CH:10][CH:11]=1)[N:8]=[C:7]([O:12][CH3:13])[C:6]([NH:14][C:15](=[O:19])OCC)=[N:5]2.[C:20]([C:22]1[CH:27]=[CH:26][CH:25]=[CH:24][C:23]=1[N:28]1[CH2:33][CH2:32][NH:31][CH2:30][CH2:29]1)#[N:21]. Given the product [Cl:1][C:2]1[CH:3]=[C:4]2[C:9](=[CH:10][CH:11]=1)[N:8]=[C:7]([O:12][CH3:13])[C:6]([NH:14][C:15]([N:31]1[CH2:30][CH2:29][N:28]([C:23]3[CH:24]=[CH:25][CH:26]=[CH:27][C:22]=3[C:20]#[N:21])[CH2:33][CH2:32]1)=[O:19])=[N:5]2, predict the reactants needed to synthesize it. (10) Given the product [CH:37]([C:33]1[C:34](=[O:36])[CH2:35][C@:23]2(/[CH:40]=[CH:41]/[C:42](=[O:52])[NH:43][C@@H:44]([C:46]3[CH:51]=[CH:50][CH:49]=[CH:48][N:47]=3)[CH3:45])[CH2:22][CH2:21][C@:20]3([CH3:53])[C@H:25]([CH2:26][CH2:27][C@H:28]4[C@@:19]3([CH3:54])[CH2:18][CH2:17][C@@H:16]3[C@:29]4([CH3:32])[CH2:30][CH2:31][C@H:14]([O:13][C:11](=[O:12])[CH2:10][C:2]([CH3:1])([CH3:57])[C:3]([OH:5])=[O:4])[C:15]3([CH3:55])[CH3:56])[C:24]=12)([CH3:38])[CH3:39].[F:61][C:60]([F:63])([F:62])[C:58]([OH:64])=[O:59], predict the reactants needed to synthesize it. The reactants are: [CH3:1][C:2]([CH3:57])([CH2:10][C:11]([O:13][C@H:14]1[CH2:31][CH2:30][C@@:29]2([CH3:32])[C@@H:16]([CH2:17][CH2:18][C@:19]3([CH3:54])[C@@H:28]2[CH2:27][CH2:26][C@H:25]2[C@@:20]3([CH3:53])[CH2:21][CH2:22][C@@:23]3(/[CH:40]=[CH:41]/[C:42](=[O:52])[NH:43][C@@H:44]([C:46]4[CH:51]=[CH:50][CH:49]=[CH:48][N:47]=4)[CH3:45])[CH2:35][C:34](=[O:36])[C:33]([CH:37]([CH3:39])[CH3:38])=[C:24]32)[C:15]1([CH3:56])[CH3:55])=[O:12])[C:3]([O:5]C(C)(C)C)=[O:4].[C:58]([OH:64])([C:60]([F:63])([F:62])[F:61])=[O:59].